Task: Predict the product of the given reaction.. Dataset: Forward reaction prediction with 1.9M reactions from USPTO patents (1976-2016) (1) Given the reactants [Cl:1][C:2]1[C:11]2[C:6](=[CH:7][CH:8]=[CH:9][C:10]=2[CH3:12])[N:5]=[CH:4][N:3]=1.N(C(C)(C)C#N)=N[C:15](C)(C)[C:16]#N.[Br:25][N:26]1[C:30](=O)[CH2:29][CH2:28][C:27]1=O, predict the reaction product. The product is: [Br-:25].[Cl:1][C:2]1[C:11]2[C:6](=[CH:7][CH:8]=[CH:9][C:10]=2[CH2:12][N+:26]([CH2:15][CH3:16])([CH2:30][CH3:29])[CH2:27][CH3:28])[N:5]=[CH:4][N:3]=1. (2) The product is: [N:1]1([NH:10][C:11]([C:13]2[C:14]([CH3:25])=[N:15][C:16]([C:19]3[CH:24]=[CH:23][CH:22]=[CH:21][N:20]=3)=[N:17][CH:18]=2)=[O:12])[C:9]2[C:4](=[CH:5][CH:6]=[CH:7][CH:8]=2)[CH:3]=[CH:2]1. Given the reactants [N:1]1([NH:10][C:11]([C:13]2[C:14]([CH3:25])=[N:15][C:16]([C:19]3[CH:24]=[CH:23][CH:22]=[CH:21][N:20]=3)=[N:17][CH:18]=2)=[O:12])[C:9]2[C:4](=[CH:5][CH:6]=[CH:7][CH:8]=2)[CH2:3][CH2:2]1, predict the reaction product. (3) Given the reactants [C:1]([C:4]1[CH:9]=[CH:8][CH:7]=[CH:6][CH:5]=1)(=[O:3])[CH3:2].[C:10](O[Na])([CH3:13])([CH3:12])[CH3:11].C1C[O:19]CC1.Cl.[C:22]1([CH3:28])[CH:27]=[CH:26][CH:25]=[CH:24][CH:23]=1, predict the reaction product. The product is: [C:10]12([C:13](=[O:19])[CH2:2][C:1]([C:4]3[CH:9]=[CH:8][CH:7]=[CH:6][CH:5]=3)=[O:3])[CH2:28][CH:22]3[CH2:27][CH:26]([CH2:25][CH:24]([CH2:23]3)[CH2:11]1)[CH2:12]2. (4) Given the reactants [CH:1](=[N:8][N:9]([C:18]1[CH:22]=[CH:21][S:20][C:19]=1[C:23]([O:25]C)=O)[C:10](=[O:17])[CH2:11][C:12]([O:14][CH2:15][CH3:16])=[O:13])[C:2]1[CH:7]=[CH:6][CH:5]=[CH:4][CH:3]=1.[O-]CC.[Na+], predict the reaction product. The product is: [OH:25][C:23]1[C:19]2[S:20][CH:21]=[CH:22][C:18]=2[N:9]([N:8]=[CH:1][C:2]2[CH:3]=[CH:4][CH:5]=[CH:6][CH:7]=2)[C:10](=[O:17])[C:11]=1[C:12]([O:14][CH2:15][CH3:16])=[O:13]. (5) Given the reactants C[N:2]1[C:10]2[C:5](=[CH:6][C:7]([OH:11])=[CH:8][CH:9]=2)[C:4]([CH:12]2[CH2:17][CH2:16][N:15]([CH3:18])[CH2:14][CH2:13]2)=[CH:3]1.[H-].[Na+].[C:21]1([S:27](Cl)(=[O:29])=[O:28])[CH:26]=[CH:25][CH:24]=[CH:23][CH:22]=1.[C:31](OCC)(=O)C, predict the reaction product. The product is: [CH3:31][C:9]1[CH:8]=[C:7]([O:11][S:27]([C:21]2[CH:26]=[CH:25][CH:24]=[CH:23][CH:22]=2)(=[O:29])=[O:28])[CH:6]=[C:5]2[C:10]=1[NH:2][CH:3]=[C:4]2[CH:12]1[CH2:13][CH2:14][N:15]([CH3:18])[CH2:16][CH2:17]1.